This data is from Forward reaction prediction with 1.9M reactions from USPTO patents (1976-2016). The task is: Predict the product of the given reaction. (1) Given the reactants CC1(C)C(C)(C)OB([C:9]2[CH2:14][CH2:13][N:12]([C:15]([O:17][C:18]([CH3:21])([CH3:20])[CH3:19])=[O:16])[CH2:11][CH:10]=2)O1.C([O-])([O-])=O.[Na+].[Na+].Br[C:30]1[C:35]([O:36][CH3:37])=[CH:34][CH:33]=[CH:32][N:31]=1, predict the reaction product. The product is: [CH3:37][O:36][C:35]1[C:30]([C:9]2[CH2:14][CH2:13][N:12]([C:15]([O:17][C:18]([CH3:19])([CH3:20])[CH3:21])=[O:16])[CH2:11][CH:10]=2)=[N:31][CH:32]=[CH:33][CH:34]=1. (2) Given the reactants [NH2:1][CH:2]1[CH:5]([O:6][CH2:7][CH:8]([CH3:10])[CH3:9])[N:4]([Si](C(C)(C)C)(C)C)[C:3]1=[O:18].C(N(C(C)C)CC)(C)C.[C:28](Cl)([C:41]1[CH:46]=[CH:45][CH:44]=[CH:43][CH:42]=1)([C:35]1[CH:40]=[CH:39][CH:38]=[CH:37][CH:36]=1)[C:29]1[CH:34]=[CH:33][CH:32]=[CH:31][CH:30]=1, predict the reaction product. The product is: [CH2:7]([O:6][CH:5]1[NH:4][C:3](=[O:18])[CH:2]1[NH:1][C:28]([C:29]1[CH:34]=[CH:33][CH:32]=[CH:31][CH:30]=1)([C:41]1[CH:42]=[CH:43][CH:44]=[CH:45][CH:46]=1)[C:35]1[CH:36]=[CH:37][CH:38]=[CH:39][CH:40]=1)[CH:8]([CH3:9])[CH3:10]. (3) Given the reactants Cl[C:2]1[CH:7]=[C:6]([Cl:8])[N:5]=[CH:4][N:3]=1.[OH:9][C:10]1[CH:19]=[CH:18][C:13]2[NH:14][C:15](=[O:17])[O:16][C:12]=2[CH:11]=1.C(=O)([O-])[O-].[K+].[K+].O, predict the reaction product. The product is: [Cl:8][C:6]1[N:5]=[CH:4][N:3]=[C:2]([O:9][C:10]2[CH:19]=[CH:18][C:13]3[NH:14][C:15](=[O:17])[O:16][C:12]=3[CH:11]=2)[CH:7]=1. (4) Given the reactants [CH:1]([C:3]1[CH:10]=[CH:9][C:6]([C:7]#[N:8])=[CH:5][CH:4]=1)=O.[O:11]=[C:12]([CH3:20])[CH2:13][C:14]([O:16][CH2:17][CH:18]=[CH2:19])=[O:15].C[C:22]1([CH3:30])[O:27]C(=O)CC(=O)O1.[F:31][C:32]([F:41])([F:40])[C:33]1[CH:34]=[C:35]([CH:37]=[CH:38][CH:39]=1)[NH2:36].[F-].[K+], predict the reaction product. The product is: [C:12]([CH:13]([CH:1]([C:3]1[CH:10]=[CH:9][C:6]([C:7]#[N:8])=[CH:5][CH:4]=1)[CH2:30][C:22](=[O:27])[NH:36][C:35]1[CH:37]=[CH:38][CH:39]=[C:33]([C:32]([F:31])([F:40])[F:41])[CH:34]=1)[C:14]([O:16][CH2:17][CH:18]=[CH2:19])=[O:15])(=[O:11])[CH3:20]. (5) Given the reactants [Cl:1][C:2]1[CH:3]=[C:4]([CH:34]=[C:35]([O:38][CH3:39])[C:36]=1[OH:37])/[CH:5]=[C:6]1/[C:7](=[O:33])[N:8]2[C:13](C3C=CC(C(NCCNC(=O)OC(C)(C)C)=O)=CC=3)=[CH:12][N:11]=[C:9]2[S:10]/1.[O:40]1[CH2:44][CH2:43][CH2:42][CH2:41]1, predict the reaction product. The product is: [NH2:8][CH2:13][CH2:12][NH:11][C:44](=[O:40])[C:43]1[CH:3]=[CH:2][C:36]([C:12]2[N:11]=[C:9]3[N:8]([CH:13]=2)[C:7](=[O:33])/[C:6](=[CH:5]/[C:4]2[CH:34]=[C:35]([O:38][CH3:39])[C:36]([OH:37])=[C:2]([Cl:1])[CH:3]=2)/[S:10]3)=[CH:41][CH:42]=1. (6) Given the reactants [F:1][C:2]1[CH:3]=[C:4]([NH2:30])[CH:5]=[CH:6][C:7]=1[O:8][C:9]1[C:14]2=[CH:15][C:16]([C:18]3[CH:23]=[CH:22][N:21]=[C:20]([N:24]4[CH2:29][CH2:28][O:27][CH2:26][CH2:25]4)[CH:19]=3)=[CH:17][N:13]2[N:12]=[CH:11][N:10]=1.Cl.FC1C=C(N[C:60](=[O:72])[CH2:61][C:62]([NH:64][C:65]2[CH:70]=[CH:69][C:68]([F:71])=[CH:67][CH:66]=2)=[O:63])C=CC=1OC1C2=C(C)C(OCCN3CCOCC3)=CN2N=CN=1.CCN(C(C)C)C(C)C.CN(C(ON1N=NC2C=CC=CC1=2)=[N+](C)C)C.[B-](F)(F)(F)F, predict the reaction product. The product is: [F:1][C:2]1[CH:3]=[C:4]([NH:30][C:60](=[O:72])[CH2:61][C:62]([NH:64][C:65]2[CH:70]=[CH:69][C:68]([F:71])=[CH:67][CH:66]=2)=[O:63])[CH:5]=[CH:6][C:7]=1[O:8][C:9]1[C:14]2=[CH:15][C:16]([C:18]3[CH:23]=[CH:22][N:21]=[C:20]([N:24]4[CH2:25][CH2:26][O:27][CH2:28][CH2:29]4)[CH:19]=3)=[CH:17][N:13]2[N:12]=[CH:11][N:10]=1. (7) Given the reactants [Cl:1][C:2]1[CH:7]=[CH:6][C:5]([OH:8])=[CH:4][N:3]=1.O[CH2:10][CH:11]1[CH2:16][CH2:15][N:14]([C:17]([O:19][C:20]([CH3:23])([CH3:22])[CH3:21])=[O:18])[CH2:13][CH2:12]1.C1(P(C2C=CC=CC=2)C2C=CC=CC=2)C=CC=CC=1.N(C(N(C)C)=O)=NC(N(C)C)=O, predict the reaction product. The product is: [Cl:1][C:2]1[N:3]=[CH:4][C:5]([O:8][CH2:10][CH:11]2[CH2:16][CH2:15][N:14]([C:17]([O:19][C:20]([CH3:21])([CH3:23])[CH3:22])=[O:18])[CH2:13][CH2:12]2)=[CH:6][CH:7]=1.